Dataset: Reaction yield outcomes from USPTO patents with 853,638 reactions. Task: Predict the reaction yield, written as a fraction of the theoretical maximum amount of product (1.0 means a 100% yield; for example, 0.34 means a 34% yield). (1) The reactants are [Cl:1][C:2]1[CH:7]=[CH:6][C:5]([NH:8][C:9]([NH:11][C:12]2[CH:17]=[CH:16][CH:15]=[C:14]([C:18]3[CH:23]=[CH:22][CH:21]=[C:20]([N:24]4[CH2:28][CH2:27][CH2:26][CH2:25]4)[N:19]=3)[CH:13]=2)=[O:10])=[C:4](I)[CH:3]=1.[CH2:30]([O:34][CH:35]1[CH2:40][CH2:39][CH2:38][CH2:37][O:36]1)[CH2:31][C:32]#[CH:33]. The catalyst is CN(C=O)C.C(Cl)Cl.O.Cl[Pd](Cl)([P](C1C=CC=CC=1)(C1C=CC=CC=1)C1C=CC=CC=1)[P](C1C=CC=CC=1)(C1C=CC=CC=1)C1C=CC=CC=1.[Cu]I. The product is [Cl:1][C:2]1[CH:7]=[CH:6][C:5]([NH:8][C:9]([NH:11][C:12]2[CH:17]=[CH:16][CH:15]=[C:14]([C:18]3[CH:23]=[CH:22][CH:21]=[C:20]([N:24]4[CH2:28][CH2:27][CH2:26][CH2:25]4)[N:19]=3)[CH:13]=2)=[O:10])=[C:4]([C:33]#[C:32][CH2:31][CH2:30][O:34][CH:35]2[CH2:40][CH2:39][CH2:38][CH2:37][O:36]2)[CH:3]=1. The yield is 0.670. (2) The reactants are [CH3:1][C:2]1([CH3:14])[CH2:7][CH2:6][CH:5]([CH2:8][C:9](OCC)=[O:10])[CH2:4][CH2:3]1.[H-].[Al+3].[Li+].[H-].[H-].[H-].Cl. The catalyst is O1CCCC1. The product is [CH3:1][C:2]1([CH3:14])[CH2:3][CH2:4][CH:5]([CH2:8][CH2:9][OH:10])[CH2:6][CH2:7]1. The yield is 0.930. (3) The reactants are [NH2:1][N:2]1[CH2:7][C:6]([C:8]2[CH:13]=[CH:12][C:11]([F:14])=[CH:10][CH:9]=2)=[N:5][NH:4][C:3]1=[O:15].[C:16]1([C:22]2[N:27]=[CH:26][C:25]([C:28](O)=[O:29])=[CH:24][N:23]=2)[CH:21]=[CH:20][CH:19]=[CH:18][CH:17]=1.Cl.CN(C)CCCN=C=NCC.CCN(CC)CC. The catalyst is CN(C=O)C.CCOC(C)=O. The product is [F:14][C:11]1[CH:10]=[CH:9][C:8]([C:6]2[CH2:7][N:2]([NH:1][C:28]([C:25]3[CH:24]=[N:23][C:22]([C:16]4[CH:17]=[CH:18][CH:19]=[CH:20][CH:21]=4)=[N:27][CH:26]=3)=[O:29])[C:3](=[O:15])[NH:4][N:5]=2)=[CH:13][CH:12]=1. The yield is 0.250. (4) The reactants are [CH2:1](Br)[C:2]1[CH:7]=[CH:6][CH:5]=[CH:4][CH:3]=1.[Cl:9][C:10]1[S:11][C:12]2[CH:18]=[C:17]([OH:19])[CH:16]=[CH:15][C:13]=2[N:14]=1.C(=O)([O-])[O-].[Cs+].[Cs+]. The catalyst is CC#N.CCOC(C)=O. The product is [CH2:1]([O:19][C:17]1[CH:16]=[CH:15][C:13]2[N:14]=[C:10]([Cl:9])[S:11][C:12]=2[CH:18]=1)[C:2]1[CH:7]=[CH:6][CH:5]=[CH:4][CH:3]=1. The yield is 0.940. (5) The reactants are Cl[C:2]1[N:7]=[C:6]([NH:8][C:9]2[CH:18]=[CH:17][CH:16]=[CH:15][C:10]=2[C:11]([NH:13][CH3:14])=[O:12])[C:5]([Cl:19])=[CH:4][N:3]=1.[NH2:20][C:21]1[CH:35]=[CH:34][C:24]([CH2:25][P:26](=[O:33])([O:30][CH2:31][CH3:32])[O:27][CH2:28][CH3:29])=[CH:23][CH:22]=1.C(O)(C(F)(F)F)=O. No catalyst specified. The product is [Cl:19][C:5]1[C:6]([NH:8][C:9]2[CH:18]=[CH:17][CH:16]=[CH:15][C:10]=2[C:11](=[O:12])[NH:13][CH3:14])=[N:7][C:2]([NH:20][C:21]2[CH:22]=[CH:23][C:24]([CH2:25][P:26](=[O:33])([O:27][CH2:28][CH3:29])[O:30][CH2:31][CH3:32])=[CH:34][CH:35]=2)=[N:3][CH:4]=1. The yield is 0.240. (6) The reactants are [Cl:1][C:2]1[CH:12]=[CH:11][C:5]([C:6]([O:8][CH2:9][CH3:10])=[O:7])=[CH:4][C:3]=1[O:13][C:14]1[CH:19]=[CH:18][N:17]=[C:16](Cl)[CH:15]=1.C(=O)(OC(C)(C)C)[NH2:22].P([O-])([O-])([O-])=O.[K+].[K+].[K+].CC1(C)C2C=CC=C(P(C3C=CC=CC=3)C3C=CC=CC=3)C=2OC2C1=CC=CC=2P(C1C=CC=CC=1)C1C=CC=CC=1. The yield is 0.375. The catalyst is C1C=CC(/C=C/C(/C=C/C2C=CC=CC=2)=O)=CC=1.C1C=CC(/C=C/C(/C=C/C2C=CC=CC=2)=O)=CC=1.C1C=CC(/C=C/C(/C=C/C2C=CC=CC=2)=O)=CC=1.[Pd].[Pd].C(OCC)(=O)C.C1(C)C=CC=CC=1. The product is [NH2:22][C:16]1[CH:15]=[C:14]([O:13][C:3]2[CH:4]=[C:5]([CH:11]=[CH:12][C:2]=2[Cl:1])[C:6]([O:8][CH2:9][CH3:10])=[O:7])[CH:19]=[CH:18][N:17]=1. (7) The reactants are [CH3:1][O:2][C:3]1[CH:8]=[CH:7][C:6]([N:9]([CH3:22])[C:10]2[C:19]3[C:14](=[CH:15][CH:16]=[CH:17][CH:18]=3)[N:13]=[C:12]([C:20]#[N:21])[N:11]=2)=[CH:5][CH:4]=1.[N-:23]=[N+:24]=[N-:25].[Na+].[Cl-].[NH4+]. The catalyst is CN(C=O)C. The product is [CH3:1][O:2][C:3]1[CH:8]=[CH:7][C:6]([N:9]([CH3:22])[C:10]2[C:19]3[C:14](=[CH:15][CH:16]=[CH:17][CH:18]=3)[N:13]=[C:12]([C:20]3[NH:25][N:24]=[N:23][N:21]=3)[N:11]=2)=[CH:5][CH:4]=1. The yield is 0.130. (8) The reactants are [F:1][C:2]1[CH:7]=[CH:6][C:5]([C:8]2[N:9]=[C:10]([NH:19][C:20]3[CH:25]=[CH:24][C:23](SC)=[CH:22][CH:21]=3)[C:11]3[N:16]([CH3:17])[N:15]=[C:14]([CH3:18])[C:12]=3[N:13]=2)=[CH:4][CH:3]=1.O[O:29][S:30]([O-:32])=O.[K+].[CH3:34]C(C)=O. The catalyst is O.C([O-])(O)=O.[Na+]. The product is [F:1][C:2]1[CH:7]=[CH:6][C:5]([C:8]2[N:9]=[C:10]([NH:19][C:20]3[CH:21]=[CH:22][C:23]([S:30]([CH3:34])(=[O:32])=[O:29])=[CH:24][CH:25]=3)[C:11]3[N:16]([CH3:17])[N:15]=[C:14]([CH3:18])[C:12]=3[N:13]=2)=[CH:4][CH:3]=1. The yield is 0.860. (9) The reactants are [Br-].[Li+].C[O:4][C:5](=[O:19])[CH:6]([CH2:15][CH:16]([CH3:18])[CH3:17])[CH2:7][C:8]([O:10][C:11]([CH3:14])([CH3:13])[CH3:12])=[O:9]. The catalyst is CC(C)=O. The product is [C:11]([O:10][C:8](=[O:9])[CH2:7][CH:6]([CH2:15][CH:16]([CH3:17])[CH3:18])[C:5]([OH:19])=[O:4])([CH3:14])([CH3:13])[CH3:12]. The yield is 0.860. (10) The reactants are [CH3:1][C:2]1[CH:3]=[C:4]([NH:16][C:17]2[C:26]3[C:21](=[CH:22][CH:23]=[CH:24][C:25]=3[O:27][CH2:28][C@H:29]3[CH2:34][N:33]([CH3:35])[CH2:32][CH2:31][NH:30]3)[N:20]=[CH:19][N:18]=2)[CH:5]=[CH:6][C:7]=1[O:8][C:9]1[CH:10]=[N:11][C:12]([CH3:15])=[CH:13][CH:14]=1.[C:36](O)(=[O:39])[CH2:37][OH:38].C(N(C(C)C)CC)(C)C.CN(C(ON1N=NC2C=CC=NC1=2)=[N+](C)C)C.F[P-](F)(F)(F)(F)F. The catalyst is CN(C=O)C. The product is [CH3:35][N:33]1[CH2:32][CH2:31][N:30]([C:37](=[O:38])[CH2:36][OH:39])[C@@H:29]([CH2:28][O:27][C:25]2[CH:24]=[CH:23][CH:22]=[C:21]3[C:26]=2[C:17]([NH:16][C:4]2[CH:5]=[CH:6][C:7]([O:8][C:9]4[CH:10]=[N:11][C:12]([CH3:15])=[CH:13][CH:14]=4)=[C:2]([CH3:1])[CH:3]=2)=[N:18][CH:19]=[N:20]3)[CH2:34]1. The yield is 0.600.